The task is: Predict the reaction yield, written as a fraction of the theoretical maximum amount of product (1.0 means a 100% yield; for example, 0.34 means a 34% yield).. This data is from Reaction yield outcomes from USPTO patents with 853,638 reactions. (1) The reactants are [NH2:1][C:2]1[CH:3]=[CH:4][C:5]([CH3:24])=[C:6]([C:8]2[CH:17]=[C:16]3[C:11]([CH:12]=[C:13]([NH:18][C:19]([CH:21]4[CH2:23][CH2:22]4)=[O:20])[N:14]=[CH:15]3)=[CH:10][CH:9]=2)[CH:7]=1.N1C=CC=CC=1.[CH3:31][N:32]1[CH:36]=[C:35]([C:37](Cl)=[O:38])[CH:34]=[N:33]1. The catalyst is ClCCl. The product is [CH:21]1([C:19]([NH:18][C:13]2[N:14]=[CH:15][C:16]3[C:11]([CH:12]=2)=[CH:10][CH:9]=[C:8]([C:6]2[CH:7]=[C:2]([NH:1][C:37]([C:35]4[CH:34]=[N:33][N:32]([CH3:31])[CH:36]=4)=[O:38])[CH:3]=[CH:4][C:5]=2[CH3:24])[CH:17]=3)=[O:20])[CH2:22][CH2:23]1. The yield is 0.610. (2) The reactants are Br[C:2]1[CH:3]=[CH:4][C:5]2[O:14][C:13]3[CH2:12][CH2:11][N:10]([C:15]([O:17][C:18]([CH3:21])([CH3:20])[CH3:19])=[O:16])[CH2:9][C:8]=3[C:6]=2[CH:7]=1.[F:22][C:23]1[CH:24]=[C:25]([S:29]([O-:31])=[O:30])[CH:26]=[CH:27][CH:28]=1.[Na+].C(=O)([O-])[O-].[Cs+].[Cs+].CC1(C)C2C(=C(P(C3C=CC=CC=3)C3C=CC=CC=3)C=CC=2)OC2C(P(C3C=CC=CC=3)C3C=CC=CC=3)=CC=CC1=2. The catalyst is C1(C)C=CC=CC=1. The product is [F:22][C:23]1[CH:24]=[C:25]([S:29]([C:2]2[CH:3]=[CH:4][C:5]3[O:14][C:13]4[CH2:12][CH2:11][N:10]([C:15]([O:17][C:18]([CH3:21])([CH3:20])[CH3:19])=[O:16])[CH2:9][C:8]=4[C:6]=3[CH:7]=2)(=[O:31])=[O:30])[CH:26]=[CH:27][CH:28]=1. The yield is 0.370. (3) The reactants are [Cl:1][C:2]1[CH:10]=[CH:9][C:8]2[NH:7][C:6]3[CH2:11][CH2:12][N:13]([CH3:15])[CH2:14][C:5]=3[C:4]=2[CH:3]=1.[OH-].[K+].[CH:18]([C:21]1[CH:26]=[CH:25][C:24]([CH:27]=[CH2:28])=[CH:23][N:22]=1)([CH3:20])[CH3:19]. The catalyst is CN1CCCC1=O.O. The product is [Cl:1][C:2]1[CH:10]=[CH:9][C:8]2[N:7]([CH2:28][CH2:27][C:24]3[CH:23]=[N:22][C:21]([CH:18]([CH3:19])[CH3:20])=[CH:26][CH:25]=3)[C:6]3[CH2:11][CH2:12][N:13]([CH3:15])[CH2:14][C:5]=3[C:4]=2[CH:3]=1. The yield is 0.150. (4) The reactants are [OH:1][C:2]1[C:11]2[C:10]([CH3:13])([CH3:12])[CH2:9][CH2:8][C:7]([CH3:15])([CH3:14])[C:6]=2[CH:5]=[C:4]([Se:16][C:17]#[C:18][C:19]2[CH:28]=[CH:27][C:22]([C:23]([O:25][CH3:26])=[O:24])=[CH:21][CH:20]=2)[CH:3]=1.C(=O)([O-])[O-].[K+].[K+].[F:35][C:36]([F:46])([F:45])[C:37]1[CH:44]=[CH:43][C:40]([CH2:41]Br)=[CH:39][CH:38]=1. No catalyst specified. The product is [CH3:13][C:10]1([CH3:12])[CH2:9][CH2:8][C:7]([CH3:14])([CH3:15])[C:6]2[CH:5]=[C:4]([Se:16][C:17]#[C:18][C:19]3[CH:28]=[CH:27][C:22]([C:23]([O:25][CH3:26])=[O:24])=[CH:21][CH:20]=3)[CH:3]=[C:2]([O:1][CH2:41][C:40]3[CH:39]=[CH:38][C:37]([C:36]([F:35])([F:45])[F:46])=[CH:44][CH:43]=3)[C:11]1=2. The yield is 1.00. (5) The reactants are [C:1]([NH:9][C:10]1[CH:19]=[CH:18][C:13]([C:14]([O:16]C)=[O:15])=[CH:12][CH:11]=1)(=[O:8])[C:2]1[CH:7]=[CH:6][CH:5]=[CH:4][CH:3]=1.O[Li].O.Cl. The catalyst is C1COCC1.CO.O. The product is [C:1]([NH:9][C:10]1[CH:11]=[CH:12][C:13]([C:14]([OH:16])=[O:15])=[CH:18][CH:19]=1)(=[O:8])[C:2]1[CH:3]=[CH:4][CH:5]=[CH:6][CH:7]=1. The yield is 0.940.